This data is from Full USPTO retrosynthesis dataset with 1.9M reactions from patents (1976-2016). The task is: Predict the reactants needed to synthesize the given product. (1) Given the product [NH2:20][CH2:19][C:14]1[C:13]([CH2:12][N:3]2[C:2](=[O:1])[C:10]3[C:5](=[CH:6][CH:7]=[CH:8][CH:9]=3)[C:4]2=[O:11])=[CH:18][CH:17]=[CH:16][N:15]=1, predict the reactants needed to synthesize it. The reactants are: [O:1]=[C:2]1[C:10]2[C:5](=[CH:6][CH:7]=[CH:8][CH:9]=2)[C:4](=[O:11])[N:3]1[CH2:12][C:13]1[C:14]([C:19]#[N:20])=[N:15][CH:16]=[CH:17][CH:18]=1.Cl. (2) Given the product [F:1][C:2]([F:7])([F:6])[C:3]([OH:5])=[O:4].[C:8]([C:10]1[CH:11]=[C:12]([C:20]2[O:24][N:23]=[C:22]([C:25]3[CH:45]=[CH:44][C:28]4[CH2:29][CH2:30][N:31]([C:34]([CH3:43])([CH3:42])[C:35]([OH:37])=[O:36])[CH2:32][CH2:33][C:27]=4[CH:26]=3)[N:21]=2)[CH:13]=[CH:14][C:15]=1[O:16][CH:17]([CH3:19])[CH3:18])#[N:9], predict the reactants needed to synthesize it. The reactants are: [F:1][C:2]([F:7])([F:6])[C:3]([OH:5])=[O:4].[C:8]([C:10]1[CH:11]=[C:12]([C:20]2[O:24][N:23]=[C:22]([C:25]3[CH:45]=[CH:44][C:28]4[CH2:29][CH2:30][N:31]([C:34]([CH3:43])([CH3:42])[C:35]([O:37]C(C)(C)C)=[O:36])[CH2:32][CH2:33][C:27]=4[CH:26]=3)[N:21]=2)[CH:13]=[CH:14][C:15]=1[O:16][CH:17]([CH3:19])[CH3:18])#[N:9].